From a dataset of Forward reaction prediction with 1.9M reactions from USPTO patents (1976-2016). Predict the product of the given reaction. (1) Given the reactants [Br:1][C:2]1[CH:3]=[C:4]([C:10](=[O:12])[CH3:11])[CH:5]=[C:6]([Br:9])[C:7]=1[OH:8].O.[C:14]([OH:18])(=[O:17])[CH:15]=O, predict the reaction product. The product is: [Br:1][C:2]1[CH:3]=[C:4]([C:10](=[O:12])/[CH:11]=[CH:15]/[C:14]([OH:18])=[O:17])[CH:5]=[C:6]([Br:9])[C:7]=1[OH:8]. (2) Given the reactants [F:1][C:2]1[CH:3]=[C:4](Br)[CH:5]=[CH:6][C:7]=1[C:8]([F:14])([F:13])[C:9]([F:12])([F:11])[F:10].C([Mg]Cl)(C)C.[C:21](=[O:23])=[O:22].O, predict the reaction product. The product is: [F:1][C:2]1[CH:3]=[C:4]([CH:5]=[CH:6][C:7]=1[C:8]([F:14])([F:13])[C:9]([F:12])([F:11])[F:10])[C:21]([OH:23])=[O:22]. (3) Given the reactants [Cl:1][C:2]1[CH:3]=[C:4]([NH:17][C:18]2[C:23]([C:24]#[N:25])=[CH:22][N:21]=[C:20]3[S:26][C:27]4[CH2:28][NH:29][CH2:30][CH2:31][C:32]=4[C:19]=23)[CH:5]=[CH:6][C:7]=1[O:8][CH2:9][C:10]1[CH:15]=[CH:14][CH:13]=[C:12]([F:16])[CH:11]=1.Cl.[CH3:34][N:35]([CH:42]([CH3:44])[CH3:43])[CH2:36]/[CH:37]=[CH:38]/[C:39](O)=[O:40].CCN(C(C)C)C(C)C.CN(C(ON1N=NC2C=CC=CC1=2)=[N+](C)C)C.[B-](F)(F)(F)F, predict the reaction product. The product is: [Cl:1][C:2]1[CH:3]=[C:4]([NH:17][C:18]2[C:23]([C:24]#[N:25])=[CH:22][N:21]=[C:20]3[S:26][C:27]4[CH2:28][N:29]([C:39](=[O:40])/[CH:38]=[CH:37]/[CH2:36][N:35]([CH3:34])[CH:42]([CH3:44])[CH3:43])[CH2:30][CH2:31][C:32]=4[C:19]=23)[CH:5]=[CH:6][C:7]=1[O:8][CH2:9][C:10]1[CH:15]=[CH:14][CH:13]=[C:12]([F:16])[CH:11]=1. (4) Given the reactants [Cl:1][C:2]1[CH:7]=[CH:6][C:5]([C:8]2[S:9][C:10]([C:16]3[CH:21]=[CH:20][CH:19]=[CH:18][CH:17]=3)=[C:11]([CH2:13][C:14]#[N:15])[N:12]=2)=[CH:4][CH:3]=1.[N-:22]=[N+:23]=[N-:24].[Na+].[Cl-].[NH4+], predict the reaction product. The product is: [Cl:1][C:2]1[CH:3]=[CH:4][C:5]([C:8]2[S:9][C:10]([C:16]3[CH:17]=[CH:18][CH:19]=[CH:20][CH:21]=3)=[C:11]([CH2:13][C:14]3[NH:24][N:23]=[N:22][N:15]=3)[N:12]=2)=[CH:6][CH:7]=1. (5) Given the reactants COC(=O)C(NC1C=C([Cl:16])C=C(Cl)C=1OCC1C=CC=CC=1)=CC([O-])=O.C[O:28][C:29]([C:31]1[CH2:40][C:39](OCC2C=CC=CC=2)([OH:41])[C:38]2[C:33](=[C:34]([N:50]3[CH2:55][CH2:54][N:53]([CH3:56])[CH2:52][CH2:51]3)[CH:35]=[CH:36][CH:37]=2)[N:32]=1)=[O:30], predict the reaction product. The product is: [ClH:16].[CH3:56][N:53]1[CH2:54][CH2:55][N:50]([C:34]2[CH:35]=[CH:36][CH:37]=[C:38]3[C:33]=2[N:32]=[C:31]([C:29]([OH:30])=[O:28])[CH:40]=[C:39]3[OH:41])[CH2:51][CH2:52]1. (6) The product is: [CH3:23][N:24]1[CH2:29][CH2:28][N:27]([C:30]([C:32]2[CH:37]=[CH:36][C:35]([C:2]3[CH:22]=[N:21][C:5]4[NH:6][CH2:7][CH2:8][N:9]([CH:10]([C:12]5[CH:17]=[C:16]([F:18])[C:15]([F:19])=[CH:14][C:13]=5[F:20])[CH3:11])[C:4]=4[CH:3]=3)=[CH:34][CH:33]=2)=[O:31])[CH2:26][CH2:25]1. Given the reactants I[C:2]1[CH:22]=[N:21][C:5]2[NH:6][CH2:7][CH2:8][N:9]([CH:10]([C:12]3[CH:17]=[C:16]([F:18])[C:15]([F:19])=[CH:14][C:13]=3[F:20])[CH3:11])[C:4]=2[CH:3]=1.[CH3:23][N:24]1[CH2:29][CH2:28][N:27]([C:30]([C:32]2[CH:37]=[CH:36][C:35](B3OC(C)(C)C(C)(C)O3)=[CH:34][CH:33]=2)=[O:31])[CH2:26][CH2:25]1, predict the reaction product. (7) Given the reactants [CH3:1][O:2][CH2:3][O:4][C:5]1[CH:10]=[CH:9][C:8]([C:11]2[N:15]([C:16]3[CH:21]=[CH:20][C:19]([O:22][CH3:23])=[CH:18][CH:17]=3)[N:14]=[C:13](N)[CH:12]=2)=[CH:7][CH:6]=1.[Cl-:25].[Li+].N(OCCC(C)C)=O, predict the reaction product. The product is: [Cl:25][C:13]1[CH:12]=[C:11]([C:8]2[CH:9]=[CH:10][C:5]([O:4][CH2:3][O:2][CH3:1])=[CH:6][CH:7]=2)[N:15]([C:16]2[CH:21]=[CH:20][C:19]([O:22][CH3:23])=[CH:18][CH:17]=2)[N:14]=1.